This data is from Forward reaction prediction with 1.9M reactions from USPTO patents (1976-2016). The task is: Predict the product of the given reaction. (1) Given the reactants [OH:1][C:2]1([C:6]2[C:7]([O:15][C@@H:16]([CH3:21])[C:17]([F:20])([F:19])[F:18])=[CH:8][C:9]([C:12]([OH:14])=O)=[N:10][CH:11]=2)[CH2:5][CH2:4][CH2:3]1.[CH3:22][S:23]([CH2:26][C:27]([NH2:35])([CH3:34])[C:28]1[N:32]=[C:31]([CH3:33])[O:30][N:29]=1)(=[O:25])=[O:24], predict the reaction product. The product is: [OH:1][C:2]1([C:6]2[C:7]([O:15][C@@H:16]([CH3:21])[C:17]([F:19])([F:20])[F:18])=[CH:8][C:9]([C:12]([NH:35][C:27]([C:28]3[N:32]=[C:31]([CH3:33])[O:30][N:29]=3)([CH3:34])[CH2:26][S:23]([CH3:22])(=[O:25])=[O:24])=[O:14])=[N:10][CH:11]=2)[CH2:5][CH2:4][CH2:3]1. (2) Given the reactants Cl[C:2]1[C:11]2=[N:12][N:13](CC3C=CC(OC)=CC=3)[CH:14]=[C:10]2[C:9]2[CH:8]=[C:7]([O:24][CH3:25])[CH:6]=[CH:5][C:4]=2[N:3]=1.[NH2:26][C:27]1[CH:32]=[CH:31][C:30]([C:33]([N:35]2[CH2:39][CH2:38][CH2:37][CH2:36]2)=O)=[CH:29][CH:28]=1.Cl.[OH-].[Na+], predict the reaction product. The product is: [CH3:25][O:24][C:7]1[CH:6]=[CH:5][C:4]2[N:3]=[C:2]([NH:26][C:27]3[CH:28]=[CH:29][C:30]([CH2:33][N:35]4[CH2:39][CH2:38][CH2:37][CH2:36]4)=[CH:31][CH:32]=3)[C:11]3=[N:12][NH:13][CH:14]=[C:10]3[C:9]=2[CH:8]=1. (3) The product is: [CH2:15]([O:14][C:7]1[C:6]2[C:17](=[O:18])[N:22]([C:23]3[CH:24]=[CH:25][C:26]([CH2:29][C:30]([O:32][CH2:33][CH3:34])=[O:31])=[CH:27][CH:28]=3)[C:20](=[O:19])[C:5]=2[C:4]([O:3][CH2:1][CH3:2])=[C:13]2[CH:12]=[CH:11][CH:10]=[CH:9][C:8]=12)[CH3:16]. Given the reactants [CH2:1]([O:3][C:4]1[C:13]2[C:8](=[CH:9][CH:10]=[CH:11][CH:12]=2)[C:7]([O:14][CH2:15][CH3:16])=[C:6]2[C:17]([O:19][C:20](=O)[C:5]=12)=[O:18])[CH3:2].[NH2:22][C:23]1[CH:28]=[CH:27][C:26]([CH2:29][C:30]([O:32][CH2:33][CH3:34])=[O:31])=[CH:25][CH:24]=1.O, predict the reaction product. (4) Given the reactants [C:1]([O:5][C:6]([NH:8][C@H:9]1[CH2:23][CH2:22][CH2:21][O:20][CH2:19][CH:18]=[CH:17][C@@H:16]2[CH2:24][C@@:15]2([C:25](O)=[O:26])[NH:14][C:13](=[O:28])[C@@H:12]2[CH2:29][C@@H:30]([O:32][C:33]([N:35]3[CH2:43][C:42]4[C:37](=[CH:38][CH:39]=[CH:40][C:41]=4[Cl:44])[CH2:36]3)=[O:34])[CH2:31][N:11]2[C:10]1=[O:45])=[O:7])([CH3:4])([CH3:3])[CH3:2].C(N1C=CN=C1)(N1C=CN=C1)=O.[CH:58]1([S:61]([NH2:64])(=[O:63])=[O:62])[CH2:60][CH2:59]1.N12CCCN=C1CCCCC2.S([O-])(O)(=O)=O.[K+], predict the reaction product. The product is: [Cl:44][C:41]1[CH:40]=[CH:39][CH:38]=[C:37]2[C:42]=1[CH2:43][N:35]([C:33]([O:32][C@H:30]1[CH2:31][N:11]3[C@H:12]([C:13](=[O:28])[NH:14][C@:15]4([C:25](=[O:26])[NH:64][S:61]([CH:58]5[CH2:60][CH2:59]5)(=[O:63])=[O:62])[CH2:24][C@H:16]4[CH:17]=[CH:18][CH2:19][O:20][CH2:21][CH2:22][CH2:23][C@H:9]([NH:8][C:6]([O:5][C:1]([CH3:3])([CH3:4])[CH3:2])=[O:7])[C:10]3=[O:45])[CH2:29]1)=[O:34])[CH2:36]2. (5) Given the reactants [Cl:1][C:2]1[NH:10][C:9]2[C:8](=[O:11])[N:7]([CH2:12][CH2:13][CH2:14][NH:15]C(=O)OC(C)(C)C)[C:6](=[O:23])[N:5]([CH2:24][CH2:25][CH2:26][CH2:27][CH3:28])[C:4]=2[N:3]=1.[C:29]([OH:35])([C:31]([F:34])([F:33])[F:32])=[O:30], predict the reaction product. The product is: [F:32][C:31]([F:34])([F:33])[C:29]([OH:35])=[O:30].[NH2:15][CH2:14][CH2:13][CH2:12][N:7]1[C:8](=[O:11])[C:9]2[NH:10][C:2]([Cl:1])=[N:3][C:4]=2[N:5]([CH2:24][CH2:25][CH2:26][CH2:27][CH3:28])[C:6]1=[O:23].